From a dataset of Catalyst prediction with 721,799 reactions and 888 catalyst types from USPTO. Predict which catalyst facilitates the given reaction. Reactant: Cl[C:2]([O:4][CH2:5][CH3:6])=[O:3].[NH2:7][CH:8]1[CH2:13][CH2:12][N:11]([CH2:14][C:15]2[CH:20]=[CH:19][CH:18]=[CH:17][CH:16]=2)[CH2:10][C:9]1([CH3:22])[CH3:21].C(N(CC)CC)C. Product: [CH2:14]([N:11]1[CH2:12][CH2:13][CH:8]([NH:7][C:2]([O:4][CH2:5][CH3:6])=[O:3])[C:9]([CH3:22])([CH3:21])[CH2:10]1)[C:15]1[CH:16]=[CH:17][CH:18]=[CH:19][CH:20]=1. The catalyst class is: 2.